This data is from Forward reaction prediction with 1.9M reactions from USPTO patents (1976-2016). The task is: Predict the product of the given reaction. (1) Given the reactants P(Cl)(Cl)(Cl)=O.[Br:6][C:7]1[CH:12]=[C:11]([F:13])[C:10]([NH2:14])=[C:9]([F:15])[CH:8]=1.[CH:16]([NH:19][C:20](=O)[CH3:21])([CH3:18])[CH3:17], predict the reaction product. The product is: [Br:6][C:7]1[CH:12]=[C:11]([F:13])[C:10]([NH:14][C:20](=[N:19][CH:16]([CH3:18])[CH3:17])[CH3:21])=[C:9]([F:15])[CH:8]=1. (2) Given the reactants [Br:1][C:2]1[CH:3]=[CH:4][C:5]([CH3:11])=[C:6]([CH:10]=1)[C:7](Cl)=[O:8].Cl.[CH3:13][NH:14][O:15][CH3:16].C(N(CC)CC)C, predict the reaction product. The product is: [CH3:16][O:15][N:14]([CH3:13])[C:7](=[O:8])[C:6]1[CH:10]=[C:2]([Br:1])[CH:3]=[CH:4][C:5]=1[CH3:11]. (3) Given the reactants [NH2:1][C:2]1[CH:30]=[CH:29][C:5]([O:6][C:7]2[CH:12]=[CH:11][N:10]=[C:9]3[CH:13]=[C:14]([C:16]4[N:21]=[CH:20][C:19]([CH2:22][N:23]5[CH2:27][CH2:26][CH2:25][C:24]5=[O:28])=[CH:18][CH:17]=4)[S:15][C:8]=23)=[C:4]([F:31])[CH:3]=1.CCN(C(C)C)C(C)C.Cl[C:42](OC1C=CC([N+]([O-])=O)=CC=1)=[O:43].Cl.[CH3:55][S:56]([C:59]1[CH:60]=[C:61]([CH:63]=[CH:64][CH:65]=1)[NH2:62])(=[O:58])=[O:57], predict the reaction product. The product is: [F:31][C:4]1[CH:3]=[C:2]([NH:1][C:42]([NH:62][C:61]2[CH:63]=[CH:64][CH:65]=[C:59]([S:56]([CH3:55])(=[O:57])=[O:58])[CH:60]=2)=[O:43])[CH:30]=[CH:29][C:5]=1[O:6][C:7]1[CH:12]=[CH:11][N:10]=[C:9]2[CH:13]=[C:14]([C:16]3[CH:17]=[CH:18][C:19]([CH2:22][N:23]4[CH2:27][CH2:26][CH2:25][C:24]4=[O:28])=[CH:20][N:21]=3)[S:15][C:8]=12. (4) Given the reactants Cl[CH2:2][CH2:3][C:4]([NH:6][C:7]1[CH:20]=[CH:19][C:18]2[C:17](=[O:21])[C:16]3[C:11](=[CH:12][C:13]([NH:22][C:23](=[O:27])[CH2:24][CH2:25]Cl)=[CH:14][CH:15]=3)[C:10](=[O:28])[C:9]=2[CH:8]=1)=[O:5].[CH2:29]([NH2:32])[CH2:30][CH3:31].[N:33]1C=C[CH:36]=[CH:35][CH:34]=1, predict the reaction product. The product is: [CH2:29]([NH:32][CH2:2][CH2:3][C:4]([NH:6][C:7]1[CH:20]=[CH:19][C:18]2[C:17](=[O:21])[C:16]3[C:11](=[CH:12][C:13]([NH:22][C:23](=[O:27])[CH2:24][CH2:25][NH:33][CH2:34][CH2:35][CH3:36])=[CH:14][CH:15]=3)[C:10](=[O:28])[C:9]=2[CH:8]=1)=[O:5])[CH2:30][CH3:31].